Task: Predict which catalyst facilitates the given reaction.. Dataset: Catalyst prediction with 721,799 reactions and 888 catalyst types from USPTO (1) Reactant: O[CH2:2][CH2:3]C1C=CC=C2[C:7]([NH:9][C:10](=O)[C:5]=12)=[O:8].[NH:15]1[CH:19]=[N:18][N:17]=[N:16]1.[C:20]1(P(C2C=CC=CC=2)C2C=CC=CC=2)C=CC=CC=1.[CH3:51][CH:50]([O:49][C:47](/[N:46]=[N:46]/[C:47]([O:49][CH:50]([CH3:52])[CH3:51])=[O:48])=[O:48])[CH3:52].[C:53]([O-])(O)=O.[Na+]. Product: [N:15]1[N:16]([CH2:5][CH2:10][NH:9][C:7](=[O:8])[O:49][C:50]([CH3:52])([CH3:20])[CH3:51])[N:17]=[N:18][CH:19]=1.[N:15]1([CH2:2][CH2:3][NH:46][C:47](=[O:48])[O:49][C:50]([CH3:51])([CH3:52])[CH3:53])[CH:19]=[N:18][N:17]=[N:16]1. The catalyst class is: 266. (2) Reactant: [Al+3].[Cl-].[Cl-].[Cl-].[Br:5][C:6]1[CH:18]=[CH:17][CH:16]=[CH:15][C:7]=1[CH2:8][CH:9]([CH2:13][CH3:14])[C:10](Cl)=[O:11]. Product: [Br:5][C:6]1[CH:18]=[CH:17][CH:16]=[C:15]2[C:7]=1[CH2:8][CH:9]([CH2:13][CH3:14])[C:10]2=[O:11]. The catalyst class is: 4. (3) Reactant: F[C:2]1[CH:7]=[CH:6][CH:5]=[CH:4][C:3]=1[N+:8]([O-:10])=[O:9].[CH:11]([NH2:14])([CH3:13])[CH3:12]. Product: [CH:11]([NH:14][C:2]1[CH:7]=[CH:6][CH:5]=[CH:4][C:3]=1[N+:8]([O-:10])=[O:9])([CH3:13])[CH3:12]. The catalyst class is: 14. (4) Reactant: [H-].[Na+].[F:3][C:4]1[CH:5]=[C:6]2[C:10](=[CH:11][CH:12]=1)[C:9](=[O:13])[CH2:8][CH2:7]2.Br[CH2:15][CH2:16]Br.O. Product: [F:3][C:4]1[CH:5]=[C:6]2[C:10](=[CH:11][CH:12]=1)[C:9](=[O:13])[C:8]1([CH2:16][CH2:15]1)[CH2:7]2. The catalyst class is: 37. (5) Reactant: [CH3:1][S:2]([NH2:5])(=[O:4])=[O:3].[H-].[Na+].F[C:9]1[CH:14]=[C:13]([F:15])[CH:12]=[CH:11][C:10]=1[N+:16]([O-:18])=[O:17].Cl.N#N. Product: [F:15][C:13]1[CH:12]=[CH:11][C:10]([N+:16]([O-:18])=[O:17])=[C:9]([NH:5][S:2]([CH3:1])(=[O:4])=[O:3])[CH:14]=1. The catalyst class is: 163. (6) The catalyst class is: 1. Reactant: [C:1]([NH:5][S:6]([CH2:9][CH2:10][CH2:11]Cl)(=[O:8])=[O:7])([CH3:4])([CH3:3])[CH3:2].[Li][CH2:14]CCC.CI. Product: [C:1]([NH:5][S:6]([C:9]1([CH3:14])[CH2:11][CH2:10]1)(=[O:8])=[O:7])([CH3:4])([CH3:3])[CH3:2].